This data is from Full USPTO retrosynthesis dataset with 1.9M reactions from patents (1976-2016). The task is: Predict the reactants needed to synthesize the given product. Given the product [CH:1]1([NH:7][C:8]([CH:10]2[CH2:15][CH2:14][N:13]([CH2:16][C:17]3[CH:22]=[CH:21][N:20]=[C:19]([NH:31][C:29](=[O:30])[C:28]4[CH:32]=[CH:33][C:25]([F:24])=[CH:26][CH:27]=4)[CH:18]=3)[CH2:12][CH2:11]2)=[O:9])[CH2:6][CH2:5][CH2:4][CH2:3][CH2:2]1, predict the reactants needed to synthesize it. The reactants are: [CH:1]1([NH:7][C:8]([CH:10]2[CH2:15][CH2:14][N:13]([CH2:16][C:17]3[CH:22]=[CH:21][N:20]=[C:19](Cl)[CH:18]=3)[CH2:12][CH2:11]2)=[O:9])[CH2:6][CH2:5][CH2:4][CH2:3][CH2:2]1.[F:24][C:25]1[CH:33]=[CH:32][C:28]([C:29]([NH2:31])=[O:30])=[CH:27][CH:26]=1.C([O-])([O-])=O.[Cs+].[Cs+].C1(P(C2C=CC=CC=2)C2C3OC4C(=CC=CC=4P(C4C=CC=CC=4)C4C=CC=CC=4)C(C)(C)C=3C=CC=2)C=CC=CC=1.